From a dataset of NCI-60 drug combinations with 297,098 pairs across 59 cell lines. Regression. Given two drug SMILES strings and cell line genomic features, predict the synergy score measuring deviation from expected non-interaction effect. (1) Drug 1: CC(C1=C(C=CC(=C1Cl)F)Cl)OC2=C(N=CC(=C2)C3=CN(N=C3)C4CCNCC4)N. Drug 2: CN(C(=O)NC(C=O)C(C(C(CO)O)O)O)N=O. Cell line: COLO 205. Synergy scores: CSS=5.77, Synergy_ZIP=-2.42, Synergy_Bliss=-9.66, Synergy_Loewe=-13.4, Synergy_HSA=-12.3. (2) Drug 1: C1=CC=C(C=C1)NC(=O)CCCCCCC(=O)NO. Drug 2: CS(=O)(=O)CCNCC1=CC=C(O1)C2=CC3=C(C=C2)N=CN=C3NC4=CC(=C(C=C4)OCC5=CC(=CC=C5)F)Cl. Cell line: UACC62. Synergy scores: CSS=46.1, Synergy_ZIP=4.68, Synergy_Bliss=6.32, Synergy_Loewe=2.29, Synergy_HSA=7.00. (3) Drug 1: C1CCC(C(C1)N)N.C(=O)(C(=O)[O-])[O-].[Pt+4]. Drug 2: C(CCl)NC(=O)N(CCCl)N=O. Cell line: K-562. Synergy scores: CSS=57.2, Synergy_ZIP=-8.94, Synergy_Bliss=-8.75, Synergy_Loewe=-4.09, Synergy_HSA=2.00. (4) Drug 1: CN(C)N=NC1=C(NC=N1)C(=O)N. Drug 2: CN(C)C1=NC(=NC(=N1)N(C)C)N(C)C. Cell line: T-47D. Synergy scores: CSS=-5.38, Synergy_ZIP=1.35, Synergy_Bliss=2.38, Synergy_Loewe=-3.76, Synergy_HSA=-1.77. (5) Drug 1: CS(=O)(=O)C1=CC(=C(C=C1)C(=O)NC2=CC(=C(C=C2)Cl)C3=CC=CC=N3)Cl. Drug 2: CN(C)N=NC1=C(NC=N1)C(=O)N. Cell line: OVCAR-5. Synergy scores: CSS=18.8, Synergy_ZIP=-1.78, Synergy_Bliss=4.36, Synergy_Loewe=-1.09, Synergy_HSA=2.83. (6) Drug 1: CN(CCCl)CCCl.Cl. Drug 2: CC(C)NC(=O)C1=CC=C(C=C1)CNNC.Cl. Cell line: SR. Synergy scores: CSS=68.6, Synergy_ZIP=10.00, Synergy_Bliss=11.5, Synergy_Loewe=-1.75, Synergy_HSA=9.94. (7) Drug 1: C1=CC(=CC=C1C#N)C(C2=CC=C(C=C2)C#N)N3C=NC=N3. Drug 2: CCCCC(=O)OCC(=O)C1(CC(C2=C(C1)C(=C3C(=C2O)C(=O)C4=C(C3=O)C=CC=C4OC)O)OC5CC(C(C(O5)C)O)NC(=O)C(F)(F)F)O. Cell line: OVCAR-8. Synergy scores: CSS=21.6, Synergy_ZIP=-3.95, Synergy_Bliss=-6.23, Synergy_Loewe=-5.42, Synergy_HSA=-4.16.